From a dataset of Forward reaction prediction with 1.9M reactions from USPTO patents (1976-2016). Predict the product of the given reaction. Given the reactants [C:1]1(C)[CH:6]=CC=C[CH:2]=1.IC(C)C.[Br:12][C:13]1[CH:14]=[CH:15][C:16](=[O:19])[NH:17][CH:18]=1, predict the reaction product. The product is: [Br:12][C:13]1[CH:14]=[CH:15][C:16]([O:19][CH:1]([CH3:6])[CH3:2])=[N:17][CH:18]=1.